This data is from Forward reaction prediction with 1.9M reactions from USPTO patents (1976-2016). The task is: Predict the product of the given reaction. Given the reactants Cl.[CH3:2][NH:3][CH2:4][C@H:5]1[CH2:10][CH2:9][C@H:8]([C:11]([OH:13])=[O:12])[CH2:7][CH2:6]1.CCN(C(C)C)C(C)C.Br[C:24]1[N:29]=[CH:28][C:27]([Br:30])=[CH:26][N:25]=1, predict the reaction product. The product is: [Br:30][C:27]1[CH:26]=[N:25][C:24]([N:3]([CH2:4][C@H:5]2[CH2:10][CH2:9][C@H:8]([C:11]([OH:13])=[O:12])[CH2:7][CH2:6]2)[CH3:2])=[N:29][CH:28]=1.